Dataset: Forward reaction prediction with 1.9M reactions from USPTO patents (1976-2016). Task: Predict the product of the given reaction. The product is: [Cl:1][C:2]1[C:3]([O:38][C@H:35]2[CH2:36][CH2:37][C:32]([F:31])([F:45])[CH2:33][C@@H:34]2[C:39]2[N:43]([CH3:44])[N:42]=[CH:41][CH:40]=2)=[CH:4][C:5]([F:29])=[C:6]([S:8]([N:11]([CH2:18][C:19]2[CH:24]=[CH:23][C:22]([O:25][CH3:26])=[CH:21][C:20]=2[O:27][CH3:28])[C:12]2[CH:17]=[CH:16][N:15]=[CH:14][N:13]=2)(=[O:10])=[O:9])[CH:7]=1. Given the reactants [Cl:1][C:2]1[C:3](F)=[CH:4][C:5]([F:29])=[C:6]([S:8]([N:11]([CH2:18][C:19]2[CH:24]=[CH:23][C:22]([O:25][CH3:26])=[CH:21][C:20]=2[O:27][CH3:28])[C:12]2[CH:17]=[CH:16][N:15]=[CH:14][N:13]=2)(=[O:10])=[O:9])[CH:7]=1.[F:31][C:32]1([F:45])[CH2:37][CH2:36][C@H:35]([OH:38])[C@@H:34]([C:39]2[N:43]([CH3:44])[N:42]=[CH:41][CH:40]=2)[CH2:33]1.[H-].[Na+], predict the reaction product.